From a dataset of Full USPTO retrosynthesis dataset with 1.9M reactions from patents (1976-2016). Predict the reactants needed to synthesize the given product. (1) Given the product [CH2:39]([O:38][C:36]([N:13]1[CH2:12][CH2:11][N:10]([C:14]2[CH:19]=[CH:18][C:17]([O:20][CH3:21])=[C:16]([O:22][CH:23]3[CH2:27][CH2:26][CH2:25][CH2:24]3)[CH:15]=2)[CH2:9][C@@H:8]1[CH2:1][C:2]1[CH:3]=[CH:4][CH:5]=[CH:6][CH:7]=1)=[O:37])[CH3:40], predict the reactants needed to synthesize it. The reactants are: [CH2:1]([C@@H:8]1[NH:13][CH2:12][CH2:11][N:10]([C:14]2[CH:19]=[CH:18][C:17]([O:20][CH3:21])=[C:16]([O:22][CH:23]3[CH2:27][CH2:26][CH2:25][CH2:24]3)[CH:15]=2)[CH2:9]1)[C:2]1[CH:7]=[CH:6][CH:5]=[CH:4][CH:3]=1.C(N(CC)CC)C.Cl[C:36]([O:38][CH2:39][CH3:40])=[O:37].C([O-])(O)=O.[Na+]. (2) Given the product [OH:12][CH2:11][C:3]1[N:2]([CH3:1])[C:6]2[CH:7]=[CH:8][CH:9]=[CH:10][C:5]=2[N:4]=1, predict the reactants needed to synthesize it. The reactants are: [CH3:1][N:2]1[C:6]2[CH:7]=[CH:8][CH:9]=[CH:10][C:5]=2[N:4]=[CH:3]1.[CH2:11]=[O:12].